Dataset: Full USPTO retrosynthesis dataset with 1.9M reactions from patents (1976-2016). Task: Predict the reactants needed to synthesize the given product. Given the product [Br:20][C:21]1[C:22]([O:34][CH3:35])=[CH:23][C:24]([C:29]2[O:30][C:31]([C:4](=[O:18])[CH:5]([O:16][CH3:17])[C:6]3[CH:15]=[CH:14][CH:13]=[C:12]4[C:7]=3[CH:8]=[CH:9][CH:10]=[N:11]4)=[CH:32][CH:33]=2)=[CH:25][C:26]=1[O:27][CH3:28], predict the reactants needed to synthesize it. The reactants are: CON(C)[C:4](=[O:18])[CH:5]([O:16][CH3:17])[C:6]1[CH:15]=[CH:14][CH:13]=[C:12]2[C:7]=1[CH:8]=[CH:9][CH:10]=[N:11]2.[Br:20][C:21]1[C:26]([O:27][CH3:28])=[CH:25][C:24]([C:29]2[O:30][CH:31]=[CH:32][CH:33]=2)=[CH:23][C:22]=1[O:34][CH3:35].